This data is from Full USPTO retrosynthesis dataset with 1.9M reactions from patents (1976-2016). The task is: Predict the reactants needed to synthesize the given product. (1) Given the product [Br:55][CH2:51][C:23]1[CH:24]=[CH:25][C:26]2[C@@H:27]3[C@H:18]([C@H:5]4[C@@:3]([CH2:29][CH2:28]3)([CH3:4])[C@@H:2]([OH:1])[C@@H:7]([CH2:8][C:9]3[CH:10]=[C:11]([CH:15]=[CH:16][CH:17]=3)[C:12]([NH2:14])=[O:13])[CH2:6]4)[CH2:19][CH2:20][C:21]=2[CH:22]=1, predict the reactants needed to synthesize it. The reactants are: [OH:1][C@H:2]1[C@@H:7]([CH2:8][C:9]2[CH:10]=[C:11]([CH:15]=[CH:16][CH:17]=2)[C:12]([NH2:14])=[O:13])[CH2:6][C@H:5]2[C@H:18]3[C@H:27]([CH2:28][CH2:29][C@:3]12[CH3:4])[C:26]1[CH:25]=[CH:24][C:23](CO)=[CH:22][C:21]=1[CH2:20][CH2:19]3.C1(P(C2C=CC=CC=2)C2C=CC=CC=2)C=CC=CC=1.[C:51]([Br:55])(Br)(Br)Br.O. (2) Given the product [F:34][C:35]1[CH:36]=[C:37]([CH:61]=[CH:62][C:63]=1[F:64])[CH2:38][N:39]1[C:44](=[O:45])[C:43]([CH2:46][N:11]2[CH2:12][CH2:13][N:8]([CH3:6])[CH2:9][CH2:10]2)=[CH:42][C:41]([C:52]2[CH:57]=[CH:56][C:55]([O:58][CH3:59])=[C:54]([F:60])[CH:53]=2)=[N:40]1, predict the reactants needed to synthesize it. The reactants are: C(O[C:6]([N:8]1[CH2:13][CH2:12][N:11](C2C(=O)N(CC(C)C)N=C(C3C=CC(C)=C(F)C=3)C=2C)[CH2:10][CH2:9]1)=O)(C)(C)C.[F:34][C:35]1[CH:36]=[C:37]([CH:61]=[CH:62][C:63]=1[F:64])[CH2:38][N:39]1[C:44](=[O:45])[C:43]([CH2:46]OS(C)(=O)=O)=[CH:42][C:41]([C:52]2[CH:57]=[CH:56][C:55]([O:58][CH3:59])=[C:54]([F:60])[CH:53]=2)=[N:40]1.CN1CCNCC1. (3) Given the product [F:39][C:20]1([F:19])[O:24][C:23]2[CH:25]=[C:26]([CH3:38])[C:27]([C:2]3[N:3]=[CH:4][C:5]([NH:8][C:9](=[O:18])[C:10]4[C:15]([F:16])=[CH:14][CH:13]=[CH:12][C:11]=4[F:17])=[N:6][CH:7]=3)=[CH:28][C:22]=2[O:21]1, predict the reactants needed to synthesize it. The reactants are: Br[C:2]1[N:3]=[CH:4][C:5]([NH:8][C:9](=[O:18])[C:10]2[C:15]([F:16])=[CH:14][CH:13]=[CH:12][C:11]=2[F:17])=[N:6][CH:7]=1.[F:19][C:20]1([F:39])[O:24][C:23]2[CH:25]=[C:26]([CH3:38])[C:27](B3OC(C)(C)C(C)(C)O3)=[CH:28][C:22]=2[O:21]1.P([O-])([O-])([O-])=O.[K+].[K+].[K+]. (4) Given the product [CH3:35][O:36][C:37]1[CH:38]=[C:39]2[C:44](=[CH:45][C:46]=1[O:47][CH3:48])[N:43]=[CH:42][N:41]=[C:40]2[O:49][C:50]1[CH:51]=[C:52]([NH:53][C:17]([NH:16][C:13]2[CH:12]=[C:11]([C:2]([CH3:1])([CH3:10])[CH2:3][N:4]3[CH2:5][CH2:6][O:7][CH2:8][CH2:9]3)[O:15][N:14]=2)=[O:25])[CH:54]=[CH:55][CH:56]=1, predict the reactants needed to synthesize it. The reactants are: [CH3:1][C:2]([C:11]1[O:15][N:14]=[C:13]([NH:16][C:17](=[O:25])OC2C=CC=CC=2)[CH:12]=1)([CH3:10])[CH2:3][N:4]1[CH2:9][CH2:8][O:7][CH2:6][CH2:5]1.C(N(CC)C(C)C)(C)C.[CH3:35][O:36][C:37]1[CH:38]=[C:39]2[C:44](=[CH:45][C:46]=1[O:47][CH3:48])[N:43]=[CH:42][N:41]=[C:40]2[O:49][C:50]1[CH:51]=[C:52]([CH:54]=[CH:55][CH:56]=1)[NH2:53]. (5) Given the product [F:19][C:2]1[N:7]=[C:6]([C:8]([OH:10])=[O:9])[C:5]([Br:11])=[CH:4][CH:3]=1, predict the reactants needed to synthesize it. The reactants are: N[C:2]1[N:7]=[C:6]([C:8]([OH:10])=[O:9])[C:5]([Br:11])=[CH:4][CH:3]=1.ClCCl.C(Cl)(Cl)Cl.[F:19][B-](F)(F)F.N#[O+]. (6) Given the product [C:4]12[CH2:7][CH:1]([CH2:6][CH2:5]1)[CH:2]1[C:3]=2[C:8](=[O:9])[O:10][CH2:11]1, predict the reactants needed to synthesize it. The reactants are: [CH:1]12[CH2:7][CH:4]([CH:5]=[CH:6]1)[CH:3]1[C:8]([O:10][C:11](=O)[CH:2]21)=[O:9].Cl. (7) Given the product [C@H:2]12[N:1]([C:43]([O:42][C:39]([CH3:41])([CH3:40])[CH3:38])=[O:44])[C@H:7]1[CH2:6][CH2:5][N:4]([C:19]([O:21][CH2:22][C:23]1[CH:24]=[CH:25][CH:26]=[CH:27][CH:28]=1)=[O:20])[CH2:3]2, predict the reactants needed to synthesize it. The reactants are: [NH2:1][C@H:2]1[C@H:7](OS(C2C=CC(C)=CC=2)(=O)=O)[CH2:6][CH2:5][N:4]([C:19]([O:21][CH2:22][C:23]2[CH:28]=[CH:27][CH:26]=[CH:25][CH:24]=2)=[O:20])[CH2:3]1.CCN(C(C)C)C(C)C.[CH3:38][C:39]([O:42][C:43](O[C:43]([O:42][C:39]([CH3:41])([CH3:40])[CH3:38])=[O:44])=[O:44])([CH3:41])[CH3:40]. (8) Given the product [C:17]([O:21][C:22]([N:24]1[CH2:29][CH2:28][CH:27]([N:30]([CH:31]2[CH2:32][CH2:33]2)[C:6](=[O:8])[C:5]2[CH:9]=[CH:10][C:11]([C:12]3[O:16][CH:15]=[N:14][CH:13]=3)=[C:3]([O:2][CH3:1])[CH:4]=2)[CH2:26][CH2:25]1)=[O:23])([CH3:20])([CH3:18])[CH3:19], predict the reactants needed to synthesize it. The reactants are: [CH3:1][O:2][C:3]1[CH:4]=[C:5]([CH:9]=[CH:10][C:11]=1[C:12]1[O:16][CH:15]=[N:14][CH:13]=1)[C:6]([OH:8])=O.[C:17]([O:21][C:22]([N:24]1[CH2:29][CH2:28][CH:27]([NH:30][CH:31]2[CH2:33][CH2:32]2)[CH2:26][CH2:25]1)=[O:23])([CH3:20])([CH3:19])[CH3:18]. (9) Given the product [ClH:38].[F:27][C:24]([F:25])([F:26])[O:23][C:22]1[C:17]([CH2:16][NH2:8])=[CH:18][C:19]([C:28]2[CH:33]=[N:32][C:31]([C:34]([F:37])([F:36])[F:35])=[N:30][CH:29]=2)=[N:20][CH:21]=1, predict the reactants needed to synthesize it. The reactants are: C(OC([N:8]([CH2:16][C:17]1[C:22]([O:23][C:24]([F:27])([F:26])[F:25])=[CH:21][N:20]=[C:19]([C:28]2[CH:29]=[N:30][C:31]([C:34]([F:37])([F:36])[F:35])=[N:32][CH:33]=2)[CH:18]=1)C(=O)OC(C)(C)C)=O)(C)(C)C.[ClH:38].